From a dataset of Full USPTO retrosynthesis dataset with 1.9M reactions from patents (1976-2016). Predict the reactants needed to synthesize the given product. (1) Given the product [CH2:1]([N:8]1[CH2:9][CH2:10][N:11]([C:15]2([C:18]3[CH:23]=[CH:22][CH:21]=[CH:20][CH:19]=3)[CH2:16][CH2:17]2)[CH2:12][CH2:13]1)[C:2]1[CH:3]=[CH:4][CH:5]=[CH:6][CH:7]=1, predict the reactants needed to synthesize it. The reactants are: [CH2:1]([N:8]1[CH2:13][C:12](=O)[N:11]([C:15]2([C:18]3[CH:23]=[CH:22][CH:21]=[CH:20][CH:19]=3)[CH2:17][CH2:16]2)[C:10](=O)[CH2:9]1)[C:2]1[CH:7]=[CH:6][CH:5]=[CH:4][CH:3]=1.[H-].[Al+3].[Li+].[H-].[H-].[H-]. (2) Given the product [CH3:1][O:20][C:19](=[O:21])[C:18](=[O:22])[CH2:17][CH2:16][NH:15][C:13]([O:12][CH2:5][C:6]1[CH:7]=[CH:8][CH:9]=[CH:10][CH:11]=1)=[O:14], predict the reactants needed to synthesize it. The reactants are: [C:1](Cl)(=O)C.[CH2:5]([O:12][C:13]([NH:15][CH2:16][CH2:17][C@H:18]([OH:22])[C:19]([OH:21])=[O:20])=[O:14])[C:6]1[CH:11]=[CH:10][CH:9]=[CH:8][CH:7]=1.C(=O)([O-])O.[Na+]. (3) Given the product [NH2:1][C:4]1[CH:5]=[C:6]([CH:18]=[CH:19][CH:20]=1)[CH2:7][NH:8][C:9]([NH:11][C:12]1[CH:17]=[CH:16][CH:15]=[CH:14][CH:13]=1)=[O:10], predict the reactants needed to synthesize it. The reactants are: [N+:1]([C:4]1[CH:5]=[C:6]([CH:18]=[CH:19][CH:20]=1)[CH2:7][NH:8][C:9]([NH:11][C:12]1[CH:17]=[CH:16][CH:15]=[CH:14][CH:13]=1)=[O:10])([O-])=O.[H][H].